Dataset: Merck oncology drug combination screen with 23,052 pairs across 39 cell lines. Task: Regression. Given two drug SMILES strings and cell line genomic features, predict the synergy score measuring deviation from expected non-interaction effect. (1) Drug 1: O=C(NOCC(O)CO)c1ccc(F)c(F)c1Nc1ccc(I)cc1F. Drug 2: Cn1cc(-c2cnn3c(N)c(Br)c(C4CCCNC4)nc23)cn1. Cell line: COLO320DM. Synergy scores: synergy=1.99. (2) Drug 2: CCC1(O)C(=O)OCc2c1cc1n(c2=O)Cc2cc3c(CN(C)C)c(O)ccc3nc2-1. Drug 1: NC1(c2ccc(-c3nc4ccn5c(=O)[nH]nc5c4cc3-c3ccccc3)cc2)CCC1. Synergy scores: synergy=31.5. Cell line: ZR751. (3) Drug 1: O=S1(=O)NC2(CN1CC(F)(F)F)C1CCC2Cc2cc(C=CCN3CCC(C(F)(F)F)CC3)ccc2C1. Drug 2: O=c1[nH]cc(F)c(=O)[nH]1. Cell line: HT29. Synergy scores: synergy=3.72. (4) Drug 1: CC(=O)OC1C(=O)C2(C)C(O)CC3OCC3(OC(C)=O)C2C(OC(=O)c2ccccc2)C2(O)CC(OC(=O)C(O)C(NC(=O)c3ccccc3)c3ccccc3)C(C)=C1C2(C)C. Drug 2: NC(=O)c1cccc2cn(-c3ccc(C4CCCNC4)cc3)nc12. Cell line: A375. Synergy scores: synergy=-0.102. (5) Drug 1: COc1cc(C2c3cc4c(cc3C(OC3OC5COC(C)OC5C(O)C3O)C3COC(=O)C23)OCO4)cc(OC)c1O. Drug 2: CC1(c2nc3c(C(N)=O)cccc3[nH]2)CCCN1. Cell line: OCUBM. Synergy scores: synergy=8.33. (6) Synergy scores: synergy=6.41. Drug 1: O=P1(N(CCCl)CCCl)NCCCO1. Cell line: A427. Drug 2: CCc1cnn2c(NCc3ccc[n+]([O-])c3)cc(N3CCCCC3CCO)nc12.